From a dataset of Forward reaction prediction with 1.9M reactions from USPTO patents (1976-2016). Predict the product of the given reaction. Given the reactants [C:1]1([P:7]([C:14]2[CH:19]=[CH:18][CH:17]=[CH:16][CH:15]=2)[C:8]2[CH:13]=[CH:12][CH:11]=[CH:10][CH:9]=2)[CH:6]=[CH:5][CH:4]=[CH:3][CH:2]=1.[C:20]([C:22]1[CH:23]=[C:24]([CH:27]=[CH:28][CH:29]=1)[CH2:25][Br:26])#[N:21], predict the reaction product. The product is: [Br-:26].[C:20]([C:22]1[CH:23]=[C:24]([CH:27]=[CH:28][CH:29]=1)[CH2:25][P+:7]([C:1]1[CH:2]=[CH:3][CH:4]=[CH:5][CH:6]=1)([C:8]1[CH:13]=[CH:12][CH:11]=[CH:10][CH:9]=1)[C:14]1[CH:15]=[CH:16][CH:17]=[CH:18][CH:19]=1)#[N:21].